Dataset: Forward reaction prediction with 1.9M reactions from USPTO patents (1976-2016). Task: Predict the product of the given reaction. Given the reactants [NH2:1][C@@H:2]([C@@H:7]([OH:9])[CH3:8])[C:3]([O:5][CH3:6])=[O:4].O1CCCC1.C(=O)(O)[O-].[Na+].Cl[C:21]([O:23][CH2:24][C:25]1[CH:30]=[CH:29][CH:28]=[CH:27][CH:26]=1)=[O:22], predict the reaction product. The product is: [CH2:24]([O:23][C:21]([NH:1][C@@H:2]([C@@H:7]([OH:9])[CH3:8])[C:3]([O:5][CH3:6])=[O:4])=[O:22])[C:25]1[CH:30]=[CH:29][CH:28]=[CH:27][CH:26]=1.